Task: Predict which catalyst facilitates the given reaction.. Dataset: Catalyst prediction with 721,799 reactions and 888 catalyst types from USPTO Reactant: NC(C(O)=O)CCSC.CS(O)(=O)=O.[O:15]1[C@@H:27]2[C@@:28]34[CH2:30][CH2:31][N:32]([CH3:33])[C@@H:22]([C@:23]3([OH:35])[CH2:24][CH2:25][C:26]2=[O:34])[CH2:21][C:20]2=[C:29]4[C:16]1=[C:17]([O:36]C)[CH:18]=[CH:19]2. Product: [O:15]1[C@@H:27]2[C@@:28]34[CH2:30][CH2:31][N:32]([CH3:33])[C@@H:22]([C@:23]3([OH:35])[CH2:24][CH2:25][C:26]2=[O:34])[CH2:21][C:20]2=[C:29]4[C:16]1=[C:17]([OH:36])[CH:18]=[CH:19]2. The catalyst class is: 244.